This data is from Forward reaction prediction with 1.9M reactions from USPTO patents (1976-2016). The task is: Predict the product of the given reaction. (1) Given the reactants [Cl:1][C:2]1[CH:3]=[CH:4][C:5]([O:8][C:9]2[CH:10]=[C:11]([CH:14]=[CH:15][CH:16]=2)[CH:12]=[O:13])=[N:6][CH:7]=1.[BH4-].[Na+], predict the reaction product. The product is: [Cl:1][C:2]1[CH:3]=[CH:4][C:5]([O:8][C:9]2[CH:10]=[C:11]([CH2:12][OH:13])[CH:14]=[CH:15][CH:16]=2)=[N:6][CH:7]=1. (2) Given the reactants [CH2:1]([O:3][C:4]([C:6]1[NH:7][C:8]2[C:13]([C:14]=1[CH2:15][C:16]1[C:25]3[C:20](=[CH:21][CH:22]=[CH:23][CH:24]=3)[CH:19]=[CH:18][CH:17]=1)=[CH:12][CH:11]=[CH:10][CH:9]=2)=[O:5])[CH3:2].[H-].[Na+].Br[CH2:29][CH2:30][O:31][CH3:32], predict the reaction product. The product is: [CH2:1]([O:3][C:4]([C:6]1[N:7]([CH2:29][CH2:30][O:31][CH3:32])[C:8]2[C:13]([C:14]=1[CH2:15][C:16]1[C:25]3[C:20](=[CH:21][CH:22]=[CH:23][CH:24]=3)[CH:19]=[CH:18][CH:17]=1)=[CH:12][CH:11]=[CH:10][CH:9]=2)=[O:5])[CH3:2]. (3) Given the reactants [CH2:1]([O:3][C:4]([N:6]1[CH2:12][CH2:11][C:10]2[CH:13]=[CH:14][S:15][C:9]=2[CH2:8][CH2:7]1)=[O:5])[CH3:2].[F:16][C:17]([F:28])([F:27])[C:18](O[C:18](=[O:19])[C:17]([F:28])([F:27])[F:16])=[O:19].[Al+3].[Cl-].[Cl-].[Cl-], predict the reaction product. The product is: [CH2:1]([O:3][C:4]([N:6]1[CH2:12][CH2:11][C:10]2[CH:13]=[C:14]([C:18](=[O:19])[C:17]([F:28])([F:27])[F:16])[S:15][C:9]=2[CH2:8][CH2:7]1)=[O:5])[CH3:2]. (4) The product is: [Cl:1][C:2]1[C:3]([O:12][C:13]2[CH:18]=[C:17]([O:19][CH2:20][C:21]3[O:22][CH:23]=[CH:24][CH:25]=3)[CH:16]=[CH:15][C:14]=2[CH2:26][CH2:27][CH2:28][OH:29])=[N:4][CH:5]=[C:6]([C:8]([F:11])([F:10])[F:9])[CH:7]=1. Given the reactants [Cl:1][C:2]1[C:3]([O:12][C:13]2[CH:18]=[C:17]([O:19][CH2:20][C:21]3[O:22][CH:23]=[CH:24][CH:25]=3)[CH:16]=[CH:15][C:14]=2[CH2:26][CH2:27][C:28](OCC)=[O:29])=[N:4][CH:5]=[C:6]([C:8]([F:11])([F:10])[F:9])[CH:7]=1.[H-].C([Al+]CC(C)C)C(C)C.CO.O, predict the reaction product. (5) Given the reactants [C:1]1([CH2:7][C:8](Cl)=[N:9][OH:10])[CH:6]=[CH:5][CH:4]=[CH:3][CH:2]=1.[C:12]([O:16][C:17]([N:19]1[CH2:24][CH2:23][C:22](=[CH2:25])[CH2:21][CH2:20]1)=[O:18])([CH3:15])([CH3:14])[CH3:13].C(N(CC)CC)C.[Cl-].[Na+], predict the reaction product. The product is: [C:12]([O:16][C:17]([N:19]1[CH2:24][CH2:23][C:22]2([O:10][N:9]=[C:8]([CH2:7][C:1]3[CH:6]=[CH:5][CH:4]=[CH:3][CH:2]=3)[CH2:25]2)[CH2:21][CH2:20]1)=[O:18])([CH3:14])([CH3:13])[CH3:15]. (6) Given the reactants [CH:1]1([NH:6][C:7]2[C:12]([C:13]3[C:14](OC)=[N:15][C:16]([O:19][CH3:20])=[CH:17][CH:18]=3)=[CH:11][N:10]=[C:9]([NH2:23])[N:8]=2)[CH2:5][CH2:4][CH2:3][CH2:2]1.C[Si]([N-][Si](C)(C)C)(C)C.[Na+].C1COCC1, predict the reaction product. The product is: [CH:1]1([N:6]2[C:7]3[N:8]=[C:9]([NH2:23])[N:10]=[CH:11][C:12]=3[C:13]3[CH:18]=[CH:17][C:16]([O:19][CH3:20])=[N:15][C:14]2=3)[CH2:5][CH2:4][CH2:3][CH2:2]1.